This data is from CYP2D6 inhibition data for predicting drug metabolism from PubChem BioAssay. The task is: Regression/Classification. Given a drug SMILES string, predict its absorption, distribution, metabolism, or excretion properties. Task type varies by dataset: regression for continuous measurements (e.g., permeability, clearance, half-life) or binary classification for categorical outcomes (e.g., BBB penetration, CYP inhibition). Dataset: cyp2d6_veith. (1) The molecule is O=C(c1ccc(F)cc1)C1CCN(CCn2c(=O)[nH]c3ccccc3c2=O)CC1. The result is 0 (non-inhibitor). (2) The drug is O=C1C2Sc3[nH]c(=O)sc3C(c3ccccc3)C2C(=O)N1c1ccccc1. The result is 0 (non-inhibitor). (3) The compound is CCSc1c(C(=O)NC)ccc2c1C(=O)c1ccccc1C2=O. The result is 0 (non-inhibitor). (4) The molecule is CCc1cc[n+](-c2nc3ccccc3nc2C(=C=[N-])C#N)cc1. The result is 0 (non-inhibitor). (5) The molecule is O=S(=O)(c1ccccc1)N1CCC2(CCN(C(c3ccccc3)c3ccccc3)CC2)CC1. The result is 0 (non-inhibitor). (6) The drug is O=C(Oc1ccccc1)N1CCC2(CCCN(c3ncccn3)C2)CC1. The result is 1 (inhibitor). (7) The drug is O=C(c1cccc(F)c1)N1CCC2(CCCN(c3ccc(-c4ccccc4)cc3)C2)CC1. The result is 0 (non-inhibitor).